Dataset: Forward reaction prediction with 1.9M reactions from USPTO patents (1976-2016). Task: Predict the product of the given reaction. (1) Given the reactants CN(C(ON1N=NC2C=CC=CC1=2)=[N+](C)C)C.[B-](F)(F)(F)F.CCN(C(C)C)C(C)C.[Cl:32][C:33]1[CH:55]=[CH:54][C:36]2[NH:37][C:38]([S:40][C:41]3[C:46]4[NH:47][C:48](=[O:50])[NH:49][C:45]=4[CH:44]=[C:43]([C:51](O)=[O:52])[CH:42]=3)=[N:39][C:35]=2[CH:34]=1.Cl, predict the reaction product. The product is: [Cl:32][C:33]1[CH:55]=[CH:54][C:36]2[NH:37][C:38]([S:40][C:41]3[C:46]4[NH:47][C:48](=[O:50])[NH:49][C:45]=4[CH:44]=[C:43]([CH2:51][OH:52])[CH:42]=3)=[N:39][C:35]=2[CH:34]=1. (2) The product is: [CH:1]1([C:7]2[N:12]=[C:11]([NH:13][C:14]3[N:19]=[CH:18][C:17]4[N:20]=[CH:21][N:22]([CH:23]([CH3:25])[CH3:24])[C:16]=4[CH:15]=3)[CH:10]=[CH:9][N:8]=2)[CH2:2][CH2:3][CH2:4][CH2:5][CH2:6]1. Given the reactants [C:1]1([C:7]2[N:12]=[C:11]([NH:13][C:14]3[N:19]=[CH:18][C:17]4[N:20]=[CH:21][N:22]([CH:23]([CH3:25])[CH3:24])[C:16]=4[CH:15]=3)[CH:10]=[CH:9][N:8]=2)[CH2:6][CH2:5][CH2:4][CH2:3][CH:2]=1, predict the reaction product.